From a dataset of Peptide-MHC class I binding affinity with 185,985 pairs from IEDB/IMGT. Regression. Given a peptide amino acid sequence and an MHC pseudo amino acid sequence, predict their binding affinity value. This is MHC class I binding data. (1) The peptide sequence is LNVSYLCHL. The MHC is H-2-Kb with pseudo-sequence H-2-Kb. The binding affinity (normalized) is 0.638. (2) The peptide sequence is GLRWHVRAF. The MHC is HLA-A26:01 with pseudo-sequence HLA-A26:01. The binding affinity (normalized) is 0.0847. (3) The peptide sequence is TPKGPKVKY. The MHC is HLA-A03:01 with pseudo-sequence HLA-A03:01. The binding affinity (normalized) is 0.0847. (4) The peptide sequence is RYPLTLGW. The MHC is HLA-A31:01 with pseudo-sequence HLA-A31:01. The binding affinity (normalized) is 0.0551. (5) The peptide sequence is RVRDNMTKK. The MHC is HLA-A24:02 with pseudo-sequence HLA-A24:02. The binding affinity (normalized) is 0.0847. (6) The peptide sequence is CTEETKRNI. The MHC is HLA-A11:01 with pseudo-sequence HLA-A11:01. The binding affinity (normalized) is 0.